From a dataset of Ames mutagenicity test results for genotoxicity prediction. Regression/Classification. Given a drug SMILES string, predict its toxicity properties. Task type varies by dataset: regression for continuous values (e.g., LD50, hERG inhibition percentage) or binary classification for toxic/non-toxic outcomes (e.g., AMES mutagenicity, cardiotoxicity, hepatotoxicity). Dataset: ames. (1) The molecule is O=c1n(CC2CO2)c(=O)n(CC2CO2)c(=O)n1CC1CO1. The result is 1 (mutagenic). (2) The compound is O=C(CCCN1CCC(O)(c2ccc(Cl)cc2)CC1)c1ccc(F)cc1. The result is 0 (non-mutagenic).